Dataset: NCI-60 drug combinations with 297,098 pairs across 59 cell lines. Task: Regression. Given two drug SMILES strings and cell line genomic features, predict the synergy score measuring deviation from expected non-interaction effect. Drug 1: CC(C1=C(C=CC(=C1Cl)F)Cl)OC2=C(N=CC(=C2)C3=CN(N=C3)C4CCNCC4)N. Drug 2: CNC(=O)C1=CC=CC=C1SC2=CC3=C(C=C2)C(=NN3)C=CC4=CC=CC=N4. Cell line: HCT116. Synergy scores: CSS=29.8, Synergy_ZIP=1.60, Synergy_Bliss=3.36, Synergy_Loewe=1.94, Synergy_HSA=3.68.